From a dataset of Catalyst prediction with 721,799 reactions and 888 catalyst types from USPTO. Predict which catalyst facilitates the given reaction. (1) Reactant: [CH:1]1([CH:4]([C:11]2[CH:16]=[CH:15][CH:14]=[C:13]([CH2:17][O:18][C:19]3[CH:20]=[N:21][C:22]([O:30]C)=[C:23]([CH2:25][C:26]([CH3:29])([CH3:28])[CH3:27])[CH:24]=3)[CH:12]=2)[CH2:5][C:6]([O:8][CH2:9][CH3:10])=[O:7])[CH2:3][CH2:2]1.[Cl-].[NH+]1C=CC=CC=1.Cl. Product: [CH:1]1([CH:4]([C:11]2[CH:16]=[CH:15][CH:14]=[C:13]([CH2:17][O:18][C:19]3[CH:20]=[N:21][C:22]([OH:30])=[C:23]([CH2:25][C:26]([CH3:29])([CH3:28])[CH3:27])[CH:24]=3)[CH:12]=2)[CH2:5][C:6]([O:8][CH2:9][CH3:10])=[O:7])[CH2:3][CH2:2]1. The catalyst class is: 3. (2) Reactant: [CH2:1]([O:3][C:4]([C:6]1([CH2:12][CH:13]2[CH2:15][CH2:14]2)SCCCS1)=[O:5])[CH3:2].C1C(=O)N(Br)C(=[O:19])C1.O. Product: [CH2:1]([O:3][C:4](=[O:5])[C:6](=[O:19])[CH2:12][CH:13]1[CH2:15][CH2:14]1)[CH3:2]. The catalyst class is: 21. (3) Reactant: ClC(N(C)C)=C(C)C.[F:9][C:10]1[C:11]([O:42][CH3:43])=[N:12][C:13]([N:17]2[CH2:21][CH:20]([CH2:22]O)[C:19]([NH:30][C:31]([NH:33][C:34](=[O:41])[C:35]3[CH:40]=[CH:39][CH:38]=[CH:37][CH:36]=3)=[S:32])([C:24]3[CH:29]=[N:28][CH:27]=[CH:26][N:25]=3)[CH2:18]2)=[N:14][C:15]=1[CH3:16].C(=O)(O)[O-].[Na+]. Product: [F:9][C:10]1[C:11]([O:42][CH3:43])=[N:12][C:13]([N:17]2[CH2:21][CH:20]3[C:19]([C:24]4[CH:29]=[N:28][CH:27]=[CH:26][N:25]=4)([N:30]=[C:31]([NH:33][C:34](=[O:41])[C:35]4[CH:36]=[CH:37][CH:38]=[CH:39][CH:40]=4)[S:32][CH2:22]3)[CH2:18]2)=[N:14][C:15]=1[CH3:16]. The catalyst class is: 4. (4) Reactant: [H][H].[CH3:3][C:4]([CH3:6])=O.[CH:7]1[CH:12]=[CH:11][CH:10]=[CH:9][CH:8]=1. Product: [CH:4]([C:7]1[CH:12]=[CH:11][CH:10]=[CH:9][CH:8]=1)([CH3:6])[CH3:3]. The catalyst class is: 6. (5) Reactant: [F:1][C:2]1[CH:3]=[N:4][C:5]([N:8]2[CH2:16][CH:15]3[C:10]([C:26]4[CH:27]=[N:28][CH:29]=[CH:30][CH:31]=4)([N:11]=[C:12]([NH:17]C(=O)C4C=CC=CC=4)[S:13][CH2:14]3)[CH2:9]2)=[N:6][CH:7]=1.N1C=CC=CC=1.Cl.CON. Product: [F:1][C:2]1[CH:7]=[N:6][C:5]([N:8]2[CH2:16][CH:15]3[C:10]([C:26]4[CH:27]=[N:28][CH:29]=[CH:30][CH:31]=4)([N:11]=[C:12]([NH2:17])[S:13][CH2:14]3)[CH2:9]2)=[N:4][CH:3]=1. The catalyst class is: 8. (6) Reactant: CCN(C(C)C)C(C)C.[C:10]1([C:16]2[NH:20][N:19]=[C:18]([C:21]([OH:23])=O)[CH:17]=2)[CH:15]=[CH:14][CH:13]=[CH:12][CH:11]=1.C1C=CC2N(O)N=NC=2C=1.CCN=C=NCCCN(C)C.Cl.Cl.[NH2:47][CH2:48][C:49]([N:51]1[CH2:56][CH2:55][CH:54]([O:57][C:58]2[CH:63]=[C:62]([C:64]([F:67])([F:66])[F:65])[CH:61]=[CH:60][C:59]=2[F:68])[CH2:53][CH2:52]1)=[O:50]. Product: [F:68][C:59]1[CH:60]=[CH:61][C:62]([C:64]([F:65])([F:67])[F:66])=[CH:63][C:58]=1[O:57][CH:54]1[CH2:55][CH2:56][N:51]([C:49](=[O:50])[CH2:48][NH:47][C:21]([C:18]2[CH:17]=[C:16]([C:10]3[CH:11]=[CH:12][CH:13]=[CH:14][CH:15]=3)[NH:20][N:19]=2)=[O:23])[CH2:52][CH2:53]1. The catalyst class is: 18. (7) Reactant: [CH3:1][C:2]1[CH2:7][CH2:6][CH2:5][C:4]([CH3:9])([CH3:8])[C:3]=1/[CH:10]=[CH:11]/[C:12](/[CH3:22])=[CH:13]/[CH:14]=[CH:15]/[C:16](/[CH3:21])=[CH:17]/[C:18]([OH:20])=[O:19]. The catalyst class is: 32. Product: [CH3:1][C:2]1[CH2:7][CH2:6][CH2:5][C:4]([CH3:8])([CH3:9])[C:3]=1/[CH:10]=[CH:11]/[C:12](/[CH3:22])=[CH:13]\[CH:14]=[CH:15]\[C:16](\[CH3:21])=[CH:17]\[C:18]([OH:20])=[O:19]. (8) Reactant: [CH3:1][O:2][C:3]1([CH2:10][NH2:11])[CH:7]=[CH:6][CH:5]([O:8][CH3:9])[O:4]1.C1(C)C=CC=CC=1.[C:19](OC(=O)C)(=[O:21])[CH3:20]. Product: [CH3:1][O:2][C:3]1([CH2:10][NH:11][C:19](=[O:21])[CH3:20])[CH2:7][CH:6]=[C:5]([O:8][CH3:9])[O:4]1. The catalyst class is: 17. (9) Reactant: [Br:1][C:2]1[CH:3]=[C:4]([O:13][CH2:14][C@@H:15]2[CH2:20][CH2:19][CH2:18][N:17](C(OC(C)(C)C)=O)[CH2:16]2)[C:5]([CH2:9][NH:10][CH:11]=O)=[N:6][C:7]=1[Cl:8].P(Cl)(Cl)(Cl)=O.Cl.O1CCOCC1. Product: [Br:1][C:2]1[CH:3]=[C:4]([O:13][CH2:14][C@@H:15]2[CH2:20][CH2:19][CH2:18][NH:17][CH2:16]2)[C:5]2[N:6]([CH:11]=[N:10][CH:9]=2)[C:7]=1[Cl:8]. The catalyst class is: 525. (10) Reactant: C(O)(C(F)(F)F)=O.[Cl:8][C:9]1[C:14]([NH:15][C:16]2[N:21]=[C:20]([N:22]([CH:32]3[CH2:34][CH2:33]3)CC3C=CC(OC)=CC=3)[C:19]3=[N:35][CH:36]=[C:37]([C:38]#[N:39])[N:18]3[N:17]=2)=[CH:13][C:12]([C:40]#[N:41])=[CH:11][C:10]=1[N:42]1[CH2:47][CH2:46][N:45](C(OC(C)(C)C)=O)[CH2:44][C:43]1=[O:55].C1(OC)C=CC=CC=1. Product: [Cl:8][C:9]1[C:10]([N:42]2[CH2:47][CH2:46][NH:45][CH2:44][C:43]2=[O:55])=[CH:11][C:12]([C:40]#[N:41])=[CH:13][C:14]=1[NH:15][C:16]1[N:21]=[C:20]([NH:22][CH:32]2[CH2:34][CH2:33]2)[C:19]2=[N:35][CH:36]=[C:37]([C:38]#[N:39])[N:18]2[N:17]=1. The catalyst class is: 26.